From a dataset of Forward reaction prediction with 1.9M reactions from USPTO patents (1976-2016). Predict the product of the given reaction. (1) Given the reactants [NH2:1][C:2]1[N:7]=[C:6]([NH:8][CH2:9][CH2:10][CH2:11][N:12]2[CH2:16][CH2:15][CH2:14][C:13]2=[O:17])[CH:5]=[C:4](Cl)[N:3]=1.[F:19][C:20]([F:31])([F:30])[C:21]1[CH:26]=[CH:25][CH:24]=[CH:23][C:22]=1B(O)O.C(=O)([O-])[O-].[K+].[K+], predict the reaction product. The product is: [NH2:1][C:2]1[N:7]=[C:6]([NH:8][CH2:9][CH2:10][CH2:11][N:12]2[CH2:16][CH2:15][CH2:14][C:13]2=[O:17])[CH:5]=[C:4]([C:22]2[CH:23]=[CH:24][CH:25]=[CH:26][C:21]=2[C:20]([F:31])([F:30])[F:19])[N:3]=1. (2) Given the reactants [CH:1]1([C:4]2[N:9]=[CH:8][C:7]([O:10][C:11]3[CH:18]=[CH:17][C:14]([CH:15]=O)=[CH:13][CH:12]=3)=[CH:6][N:5]=2)[CH2:3][CH2:2]1.[CH3:19][NH2:20].C1COCC1.[BH4-].[Na+].[ClH:28], predict the reaction product. The product is: [ClH:28].[ClH:28].[CH:1]1([C:4]2[N:9]=[CH:8][C:7]([O:10][C:11]3[CH:18]=[CH:17][C:14]([CH2:15][CH2:19][NH2:20])=[CH:13][CH:12]=3)=[CH:6][N:5]=2)[CH2:3][CH2:2]1. (3) Given the reactants [N+:1]([C:4]1[CH:5]=[C:6]2[C:10](=[CH:11][CH:12]=1)[N:9]([CH:13]1[CH2:18][CH2:17][CH2:16][CH2:15][O:14]1)[N:8]=[C:7]2[CH:19]=O)([O-:3])=[O:2].[O:21]1[CH2:26][CH2:25][N:24]([C:27]2[CH:28]=[C:29]([NH2:34])[C:30]([NH2:33])=[CH:31][CH:32]=2)[CH2:23][CH2:22]1.S(=O)(O)[O-].[Na+], predict the reaction product. The product is: [N+:1]([C:4]1[CH:5]=[C:6]2[C:10](=[CH:11][CH:12]=1)[N:9]([CH:13]1[CH2:18][CH2:17][CH2:16][CH2:15][O:14]1)[N:8]=[C:7]2[C:19]1[NH:33][C:30]2[CH:31]=[CH:32][C:27]([N:24]3[CH2:23][CH2:22][O:21][CH2:26][CH2:25]3)=[CH:28][C:29]=2[N:34]=1)([O-:3])=[O:2]. (4) Given the reactants [C:1]([O:4][C:5]1[C:10]2[O:11][C:12]([CH3:15])([CH3:14])[CH2:13][C:9]=2[CH:8]=[C:7](N)[CH:6]=1)(=[O:3])[CH3:2].N(OC(C)(C)C)=O.[I:24]I.Cl, predict the reaction product. The product is: [C:1]([O:4][C:5]1[C:10]2[O:11][C:12]([CH3:15])([CH3:14])[CH2:13][C:9]=2[CH:8]=[C:7]([I:24])[CH:6]=1)(=[O:3])[CH3:2]. (5) Given the reactants [NH2:1][C:2]1[CH:3]=[C:4]2[C:9](=[CH:10][CH:11]=1)[N:8]=[CH:7][N:6]=[C:5]2[NH:12][C:13]1[CH:18]=[CH:17][C:16]([F:19])=[C:15]([Cl:20])[CH:14]=1.[O:21]1[C:25]([C:26](Cl)=[O:27])=[CH:24][CH:23]=[N:22]1, predict the reaction product. The product is: [ClH:20].[Cl:20][C:15]1[CH:14]=[C:13]([CH:18]=[CH:17][C:16]=1[F:19])[NH:12][C:5]1[C:4]2[C:9](=[CH:10][CH:11]=[C:2]([NH:1][C:26]([C:25]3[O:21][N:22]=[CH:23][CH:24]=3)=[O:27])[CH:3]=2)[N:8]=[CH:7][N:6]=1.